Dataset: Peptide-MHC class I binding affinity with 185,985 pairs from IEDB/IMGT. Task: Regression. Given a peptide amino acid sequence and an MHC pseudo amino acid sequence, predict their binding affinity value. This is MHC class I binding data. (1) The peptide sequence is TFVPIAWAAAY. The MHC is HLA-A29:02 with pseudo-sequence HLA-A29:02. The binding affinity (normalized) is 0.684. (2) The peptide sequence is KFYGPFVDR. The MHC is HLA-A02:03 with pseudo-sequence HLA-A02:03. The binding affinity (normalized) is 0.155. (3) The peptide sequence is FQAGNWASL. The MHC is H-2-Db with pseudo-sequence H-2-Db. The binding affinity (normalized) is 0.520. (4) The peptide sequence is LSRKTFDTEY. The MHC is HLA-A30:02 with pseudo-sequence HLA-A30:02. The binding affinity (normalized) is 0.364. (5) The peptide sequence is FLPPQIPVI. The MHC is HLA-A02:01 with pseudo-sequence HLA-A02:01. The binding affinity (normalized) is 0.715.